This data is from Catalyst prediction with 721,799 reactions and 888 catalyst types from USPTO. The task is: Predict which catalyst facilitates the given reaction. (1) The catalyst class is: 467. Reactant: [NH:1]1[CH2:4][CH:3]([N:5]2[C:9]3[CH:10]=[C:11]([Br:14])[CH:12]=[CH:13][C:8]=3[N:7]=[CH:6]2)[CH2:2]1.C=O.[BH3-][C:18]#N.[Na+]. Product: [Br:14][C:11]1[CH:12]=[CH:13][C:8]2[N:7]=[CH:6][N:5]([CH:3]3[CH2:4][N:1]([CH3:18])[CH2:2]3)[C:9]=2[CH:10]=1. (2) Reactant: [C:1]([N:8]1[CH2:15][C@@H:14]([N:16]([CH:23]2[CH2:28][CH2:27][C:26]([CH3:30])([CH3:29])[CH2:25][CH2:24]2)[C:17](=[O:22])[C:18]([CH3:21])([CH3:20])[CH3:19])[CH2:13][C@H:9]1[C:10](O)=[O:11])([O:3][C:4]([CH3:7])([CH3:6])[CH3:5])=[O:2].C[CH2:32][N:33](C(C)C)[CH:34](C)C.Cl.CNC.CN(C(ON1N=NC2C=CC=CC1=2)=[N+](C)C)C.F[P-](F)(F)(F)(F)F. Product: [C:1]([N:8]1[CH2:15][C@@H:14]([N:16]([CH:23]2[CH2:28][CH2:27][C:26]([CH3:30])([CH3:29])[CH2:25][CH2:24]2)[C:17](=[O:22])[C:18]([CH3:20])([CH3:19])[CH3:21])[CH2:13][C@H:9]1[C:10]([N:33]([CH3:34])[CH3:32])=[O:11])([O:3][C:4]([CH3:5])([CH3:6])[CH3:7])=[O:2]. The catalyst class is: 3. (3) Reactant: [F:1][C:2]1[CH:31]=[CH:30][C:5]([CH2:6][N:7]2[C:15]3[CH:14]=[CH:13][CH:12]=[CH:11][C:10]=3[C:9]3[CH2:16][C@H:17]4[C:22](=[O:23])[N:21]([CH2:24][CH2:25][C:26]([OH:28])=[O:27])[C:20](=[O:29])[N:18]4[CH2:19][C:8]2=3)=[CH:4][CH:3]=1.[OH-].[Na+:33]. Product: [Na+:33].[F:1][C:2]1[CH:31]=[CH:30][C:5]([CH2:6][N:7]2[C:15]3[CH:14]=[CH:13][CH:12]=[CH:11][C:10]=3[C:9]3[CH2:16][C@H:17]4[C:22](=[O:23])[N:21]([CH2:24][CH2:25][C:26]([O-:28])=[O:27])[C:20](=[O:29])[N:18]4[CH2:19][C:8]2=3)=[CH:4][CH:3]=1. The catalyst class is: 7. (4) Reactant: [F:1][C:2]1[CH:3]=[C:4]2[C:8](=[CH:9][CH:10]=1)[NH:7][C:6](=[O:11])[C:5]2=[N:12][N:13]=[CH:14][C:15]1[CH:33]=[CH:32][C:18]([C:19]([NH:21][CH2:22][CH2:23][CH2:24][CH2:25][CH2:26][CH2:27][CH2:28][C:29](O)=[O:30])=[O:20])=[CH:17][CH:16]=1.Cl.C(N=C=NCCCN(C)C)C.O[C:47]1[C:55]2[N:54]=N[NH:52][C:51]=2[CH:50]=[CH:49][CH:48]=1.C(N(CC)CC)C.C1(N)C=CC=CC=1N. Product: [F:1][C:2]1[CH:3]=[C:4]2[C:8](=[CH:9][CH:10]=1)[NH:7][C:6](=[O:11])[C:5]2=[N:12][N:13]=[CH:14][C:15]1[CH:16]=[CH:17][C:18]([C:19]([NH:21][CH2:22][CH2:23][CH2:24][CH2:25][CH2:26][CH2:27][CH2:28][C:29]([NH:52][C:51]2[CH:50]=[CH:49][CH:48]=[CH:47][C:55]=2[NH2:54])=[O:30])=[O:20])=[CH:32][CH:33]=1. The catalyst class is: 650.